Predict the reaction yield, written as a fraction of the theoretical maximum amount of product (1.0 means a 100% yield; for example, 0.34 means a 34% yield). From a dataset of Reaction yield outcomes from USPTO patents with 853,638 reactions. (1) The reactants are CS(O[CH2:6][CH2:7][O:8][CH2:9][CH2:10][O:11][CH2:12][CH2:13][O:14][CH2:15][CH2:16][O:17][CH2:18][CH2:19][O:20][CH3:21])(=O)=O.[N-:22]=[N+:23]=[N-:24].[Na+].[CH:26]1([NH:29][C:30]([NH:32][C:33]2[CH:38]=[CH:37][C:36]([O:39][C:40]3[CH:45]=[CH:44][N:43]=[C:42]4[CH:46]=[C:47]([C:49]#[CH:50])[S:48][C:41]=34)=[C:35]([F:51])[CH:34]=2)=[O:31])[CH2:28][CH2:27]1.O=C1O[C@H]([C@H](CO)O)C([O-])=C1O.[Na+]. The catalyst is CS(C)=O.[NH4+].[OH-].CC([O-])=O.CC([O-])=O.[Cu+2]. The product is [CH3:21][O:20][CH2:19][CH2:18][O:17][CH2:16][CH2:15][O:14][CH2:13][CH2:12][O:11][CH2:10][CH2:9][O:8][CH2:7][CH2:6][N:22]1[CH:50]=[C:49]([C:47]2[S:48][C:41]3[C:42](=[N:43][CH:44]=[CH:45][C:40]=3[O:39][C:36]3[CH:37]=[CH:38][C:33]([NH:32][C:30]([NH:29][CH:26]4[CH2:28][CH2:27]4)=[O:31])=[CH:34][C:35]=3[F:51])[CH:46]=2)[N:24]=[N:23]1. The yield is 0.260. (2) The reactants are [NH2:1][C:2]1[C:3](=[N:17][NH:18][C:19]2[CH:24]=[CH:23][CH:22]=[C:21]([F:25])[CH:20]=2)[C:4]([CH2:7][NH:8][C:9](=[O:16])[C:10]2C=CC=NC=2)=[N:5][N:6]=1.NCC1C(=NNC2C=CC=C(F)C=2)C(N)=NN=1.Cl.C(Cl)(=O)C1C=CC=NC=1.[C:53]([O:56]CC)(=[O:55])[CH3:54]. No catalyst specified. The product is [NH2:1][C:2]1[C:3](=[N:17][NH:18][C:19]2[CH:24]=[CH:23][CH:22]=[C:21]([F:25])[CH:20]=2)[C:4]([CH2:7][NH:8][C:9]([CH:10]=[CH:54][C:53]([OH:56])=[O:55])=[O:16])=[N:5][N:6]=1. The yield is 0.410. (3) The reactants are [OH:1][C:2]1[CH:9]=[C:8]([O:10][CH2:11][CH2:12][O:13][CH3:14])[CH:7]=[CH:6][C:3]=1[CH:4]=[O:5].[H-].[Na+].Cl[C:18]1[C:23]([Cl:24])=[CH:22][C:21]([C:25]([F:28])([F:27])[F:26])=[CH:20][N:19]=1.[Cl-].[NH4+]. The catalyst is CN(C)C=O. The product is [Cl:24][C:23]1[C:18]([O:1][C:2]2[CH:9]=[C:8]([O:10][CH2:11][CH2:12][O:13][CH3:14])[CH:7]=[CH:6][C:3]=2[CH:4]=[O:5])=[N:19][CH:20]=[C:21]([C:25]([F:27])([F:26])[F:28])[CH:22]=1. The yield is 0.600. (4) The reactants are [F:1][C:2]1[CH:3]=[C:4]2[C:8](=[CH:9][CH:10]=1)[NH:7][N:6]=[C:5]2[I:11].Cl[CH2:13][CH2:14][CH2:15][O:16][Si:17]([C:20]([CH3:23])([CH3:22])[CH3:21])([CH3:19])[CH3:18]. No catalyst specified. The product is [O:16]([CH2:15][CH2:14][CH2:13][N:7]1[C:8]2[C:4](=[CH:3][C:2]([F:1])=[CH:10][CH:9]=2)[C:5]([I:11])=[N:6]1)[Si:17]([C:20]([CH3:22])([CH3:21])[CH3:23])([CH3:18])[CH3:19]. The yield is 0.790. (5) The product is [C:1]([Si:5]([CH3:14])([CH3:13])[O:6][CH2:7][CH2:8][CH2:9][CH2:10][CH:11]=[O:12])([CH3:4])([CH3:3])[CH3:2]. The yield is 0.910. The reactants are [C:1]([Si:5]([CH3:14])([CH3:13])[O:6][CH2:7][CH2:8][CH2:9][CH2:10][CH2:11][OH:12])([CH3:4])([CH3:3])[CH3:2].[Br-].[K+].Cl[O-].[Na+].C(=O)([O-])[O-].[K+].[K+]. The catalyst is ClCCl.CC1(C)N([O])C(C)(C)CCC1.O. (6) The reactants are [Cl:1][C:2]1[CH:8]=[C:7](I)[CH:6]=[CH:5][C:3]=1[NH2:4].[CH3:10][PH:11](=[O:13])[CH3:12].P([O-])([O-])([O-])=O.[K+].[K+].[K+]. The catalyst is CN(C=O)C.C([O-])(=O)C.[Pd+2].C([O-])(=O)C.CC1(C)C2C(=C(P(C3C=CC=CC=3)C3C=CC=CC=3)C=CC=2)OC2C(P(C3C=CC=CC=3)C3C=CC=CC=3)=CC=CC1=2. The product is [Cl:1][C:2]1[CH:8]=[C:7]([P:11]([CH3:12])([CH3:10])=[O:13])[CH:6]=[CH:5][C:3]=1[NH2:4]. The yield is 0.830. (7) The reactants are [CH3:1][N:2]1[C:10]2[CH:9]=[C:8]([N:11]3[CH:16]=[CH:15][C:14]([C:17]4[CH:18]=[N:19][C:20]([CH3:23])=[CH:21][CH:22]=4)=[CH:13][C:12]3=[O:24])[CH:7]=[CH:6][C:5]=2[C:4]2[CH2:25][N:26](C(OC(C)(C)C)=O)[CH2:27][CH2:28][CH2:29][C:3]1=2.[ClH:37]. The catalyst is CO. The product is [ClH:37].[CH3:1][N:2]1[C:10]2[CH:9]=[C:8]([N:11]3[CH:16]=[CH:15][C:14]([C:17]4[CH:18]=[N:19][C:20]([CH3:23])=[CH:21][CH:22]=4)=[CH:13][C:12]3=[O:24])[CH:7]=[CH:6][C:5]=2[C:4]2[CH2:25][NH:26][CH2:27][CH2:28][CH2:29][C:3]1=2. The yield is 0.850. (8) The reactants are [CH3:1][O:2][C:3]1[CH:29]=[CH:28][C:6]([CH2:7][N:8]2[C:12]3=[N:13][CH:14]=[CH:15][C:16]([O:17][C:18]4[CH:23]=[CH:22][C:21]([N+:24]([O-])=O)=[CH:20][N:19]=4)=[C:11]3[C:10]([CH3:27])=[N:9]2)=[CH:5][CH:4]=1.CCO. The catalyst is C([O-])([O-])=O.[Na+].[Na+]. The product is [CH3:1][O:2][C:3]1[CH:4]=[CH:5][C:6]([CH2:7][N:8]2[C:12]3=[N:13][CH:14]=[CH:15][C:16]([O:17][C:18]4[N:19]=[CH:20][C:21]([NH2:24])=[CH:22][CH:23]=4)=[C:11]3[C:10]([CH3:27])=[N:9]2)=[CH:28][CH:29]=1. The yield is 0.650. (9) The reactants are Br.[CH3:2][C:3]1[N:4]=[CH:5][NH:6][C:7]=1[CH3:8].[Cl:9][C:10]1[CH:17]=[CH:16][CH:15]=[CH:14][C:11]=1[CH2:12]Br.[OH-].[K+].CCOCC. The catalyst is CN(C=O)C.O. The product is [Cl:9][C:10]1[CH:17]=[CH:16][CH:15]=[CH:14][C:11]=1[CH2:12][N:4]1[C:3]([CH3:2])=[C:7]([CH3:8])[N:6]=[CH:5]1. The yield is 0.440. (10) The reactants are [CH2:1]([C:4]1[C:12]([OH:13])=[C:11]2[C:7]([CH2:8][O:9][C:10]2=[O:14])=[C:6]([CH3:15])[C:5]=1[CH2:16][CH3:17])[CH:2]=[CH2:3].C1C=CC(P(C2C=CC=CC=2)C2C=CC=CC=2)=CC=1.[CH3:37][Si:38]([CH3:43])([CH3:42])[CH2:39][CH2:40]O.N(C(OC(C)C)=O)=NC(OC(C)C)=O. The catalyst is C1COCC1. The product is [CH2:1]([C:4]1[C:12]([O:13][CH2:40][CH2:39][Si:38]([CH3:43])([CH3:42])[CH3:37])=[C:11]2[C:7]([CH2:8][O:9][C:10]2=[O:14])=[C:6]([CH3:15])[C:5]=1[CH2:16][CH3:17])[CH:2]=[CH2:3]. The yield is 0.920.